From a dataset of Full USPTO retrosynthesis dataset with 1.9M reactions from patents (1976-2016). Predict the reactants needed to synthesize the given product. (1) The reactants are: [N:1]1[C:10]2[C:5](=[CH:6][CH:7]=[CH:8][CH:9]=2)[C:4]([O:11][CH:12]2[CH2:17][CH2:16][N:15]([C:18]3[N:23]=[N:22][C:21]([C:24]4[CH:25]=[N:26][CH:27]=[C:28]([CH:34]=4)[C:29]([O:31]CC)=[O:30])=[CH:20][CH:19]=3)[CH2:14][CH2:13]2)=[CH:3][CH:2]=1.[OH-].[Na+]. Given the product [N:1]1[C:10]2[C:5](=[CH:6][CH:7]=[CH:8][CH:9]=2)[C:4]([O:11][CH:12]2[CH2:13][CH2:14][N:15]([C:18]3[N:23]=[N:22][C:21]([C:24]4[CH:25]=[N:26][CH:27]=[C:28]([CH:34]=4)[C:29]([OH:31])=[O:30])=[CH:20][CH:19]=3)[CH2:16][CH2:17]2)=[CH:3][CH:2]=1, predict the reactants needed to synthesize it. (2) Given the product [C:1]([O:5][C:6]([N:8]1[CH2:16][C:15]2[C:10](=[CH:11][CH:12]=[C:13]([C:29]3[CH:34]=[CH:33][N:32]=[C:31]([CH3:35])[CH:30]=3)[CH:14]=2)[CH2:9]1)=[O:7])([CH3:2])([CH3:3])[CH3:4], predict the reactants needed to synthesize it. The reactants are: [C:1]([O:5][C:6]([N:8]1[CH2:16][C:15]2[C:10](=[CH:11][CH:12]=[C:13](B3OC(C)(C)C(C)(C)O3)[CH:14]=2)[CH2:9]1)=[O:7])([CH3:4])([CH3:3])[CH3:2].[F-].[K+].Cl[C:29]1[CH:34]=[CH:33][N:32]=[C:31]([CH3:35])[CH:30]=1. (3) Given the product [C:1]([O:5][C:6]([N:8]1[CH2:12][C@@H:11]([CH2:13][N:14]([CH:31]([CH3:32])[CH3:33])[C:15](=[O:30])[C:16]2[CH:21]=[CH:20][C:19]([O:22][CH3:23])=[C:18]([O:24][CH2:25][CH2:26][CH2:27][O:28][CH3:29])[CH:17]=2)[C@H:10]([CH2:34][NH2:35])[CH2:9]1)=[O:7])([CH3:4])([CH3:3])[CH3:2], predict the reactants needed to synthesize it. The reactants are: [C:1]([O:5][C:6]([N:8]1[CH2:12][C@@H:11]([CH2:13][N:14]([CH:31]([CH3:33])[CH3:32])[C:15](=[O:30])[C:16]2[CH:21]=[CH:20][C:19]([O:22][CH3:23])=[C:18]([O:24][CH2:25][CH2:26][CH2:27][O:28][CH3:29])[CH:17]=2)[C@H:10]([CH2:34][N:35]=[N+]=[N-])[CH2:9]1)=[O:7])([CH3:4])([CH3:3])[CH3:2]. (4) Given the product [OH:18][C:12]1([CH3:17])[CH2:13][CH2:14][CH2:15][C:16]2[N:8]([C:4]3[CH:5]=[CH:6][CH:7]=[C:2]([C:25]#[C:24][C@:26]4([OH:33])[CH2:30][CH2:29][N:28]([CH3:31])[C:27]4=[O:32])[CH:3]=3)[N:9]=[C:10]([C:19]([O:21][CH2:22][CH3:23])=[O:20])[C:11]1=2, predict the reactants needed to synthesize it. The reactants are: Br[C:2]1[CH:3]=[C:4]([N:8]2[C:16]3[CH2:15][CH2:14][CH2:13][C:12]([OH:18])([CH3:17])[C:11]=3[C:10]([C:19]([O:21][CH2:22][CH3:23])=[O:20])=[N:9]2)[CH:5]=[CH:6][CH:7]=1.[C:24]([C@:26]1([OH:33])[CH2:30][CH2:29][N:28]([CH3:31])[C:27]1=[O:32])#[CH:25].